This data is from Acute oral toxicity (LD50) regression data from Zhu et al.. The task is: Regression/Classification. Given a drug SMILES string, predict its toxicity properties. Task type varies by dataset: regression for continuous values (e.g., LD50, hERG inhibition percentage) or binary classification for toxic/non-toxic outcomes (e.g., AMES mutagenicity, cardiotoxicity, hepatotoxicity). Dataset: ld50_zhu. (1) The drug is O=C1CCC2CCCCC2O1. The rat oral LD50 is 1.60, given as -log10 of the dose in mol/kg body weight (higher means more acutely toxic). (2) The compound is CC(=O)N1CCN(CC(=O)NN=Cc2ccc([N+](=O)[O-])o2)CC1. The rat oral LD50 is 2.97, given as -log10 of the dose in mol/kg body weight (higher means more acutely toxic). (3) The compound is Cc1cc2c(C(C)C)c(O)c(O)c(C=O)c2c(O)c1-c1c(C)cc2c(C(C)C)c(O)c(O)c(C=O)c2c1O. The rat oral LD50 is 2.35, given as -log10 of the dose in mol/kg body weight (higher means more acutely toxic). (4) The molecule is CC(=O)OCCC(C)CC(C)(C)C. The rat oral LD50 is 1.64, given as -log10 of the dose in mol/kg body weight (higher means more acutely toxic). (5) The compound is CN(C)CCCNCCCN(C)C. The rat oral LD50 is 2.06, given as -log10 of the dose in mol/kg body weight (higher means more acutely toxic). (6) The compound is CCOC(=O)C1CC2CC1C1OC21. The rat oral LD50 is 1.58, given as -log10 of the dose in mol/kg body weight (higher means more acutely toxic). (7) The molecule is CCOC(=O)N1CC=Cc2ccccc21. The rat oral LD50 is 3.02, given as -log10 of the dose in mol/kg body weight (higher means more acutely toxic). (8) The compound is CCCCOCC(C)O. The rat oral LD50 is 1.78, given as -log10 of the dose in mol/kg body weight (higher means more acutely toxic). (9) The compound is CCOC(=O)C(=O)NP(=O)(OC)SC. The rat oral LD50 is 2.68, given as -log10 of the dose in mol/kg body weight (higher means more acutely toxic). (10) The rat oral LD50 is 2.30, given as -log10 of the dose in mol/kg body weight (higher means more acutely toxic). The compound is ClCc1cccc2ccccc12.